Dataset: Reaction yield outcomes from USPTO patents with 853,638 reactions. Task: Predict the reaction yield, written as a fraction of the theoretical maximum amount of product (1.0 means a 100% yield; for example, 0.34 means a 34% yield). (1) The reactants are [NH2:1][C:2]1[CH:3]=[C:4]([CH:35]=[CH:36][CH:37]=1)[CH2:5][CH2:6][N:7]1[C:12]2[N:13]=[C:14]([NH:17][CH2:18][CH2:19][CH2:20][CH2:21][N:22]([CH2:25][CH3:26])[CH2:23][CH3:24])[N:15]=[CH:16][C:11]=2[CH:10]=[C:9]([C:27]2[CH:32]=[CH:31][CH:30]=[CH:29][C:28]=2[Cl:33])[C:8]1=[O:34].[C:38](Cl)(=[O:41])[CH:39]=[CH2:40]. The catalyst is C(Cl)Cl. The product is [Cl:33][C:28]1[CH:29]=[CH:30][CH:31]=[CH:32][C:27]=1[C:9]1[C:8](=[O:34])[N:7]([CH2:6][CH2:5][C:4]2[CH:3]=[C:2]([NH:1][C:38](=[O:41])[CH:39]=[CH2:40])[CH:37]=[CH:36][CH:35]=2)[C:12]2[N:13]=[C:14]([NH:17][CH2:18][CH2:19][CH2:20][CH2:21][N:22]([CH2:25][CH3:26])[CH2:23][CH3:24])[N:15]=[CH:16][C:11]=2[CH:10]=1. The yield is 0.150. (2) The reactants are Br[C:2]1[N:3]([S:7]([N:10]([CH3:12])[CH3:11])(=[O:9])=[O:8])[CH:4]=[CH:5][N:6]=1.[CH3:13][NH:14][CH3:15]. The yield is 0.150. The product is [CH3:13][N:14]([CH3:15])[C:2]1[N:3]([S:7]([N:10]([CH3:12])[CH3:11])(=[O:9])=[O:8])[CH:4]=[CH:5][N:6]=1. No catalyst specified.